Dataset: Catalyst prediction with 721,799 reactions and 888 catalyst types from USPTO. Task: Predict which catalyst facilitates the given reaction. (1) Reactant: [Br:1][C:2]1[CH:3]=[CH:4][C:5]([NH:8][NH:9][C:10](=O)[CH:11]([C:13]2[N:14]=[N:15][C:16]([Cl:19])=[CH:17][CH:18]=2)[CH3:12])=[N:6][CH:7]=1.P(Cl)(Cl)(Cl)=O.C([O-])(O)=O.[Na+]. Product: [Br:1][C:2]1[CH:3]=[CH:4][C:5]2[N:6]([C:10]([CH:11]([C:13]3[N:14]=[N:15][C:16]([Cl:19])=[CH:17][CH:18]=3)[CH3:12])=[N:9][N:8]=2)[CH:7]=1. The catalyst class is: 25. (2) Reactant: CN(C)CCN(C)C.C([Li])CCC.[CH3:14][O:15][C:16]1[CH:17]=[C:18]([SH:22])[CH:19]=[CH:20][CH:21]=1.CON(C)[C:26](=[O:35])[CH2:27][CH2:28][C:29]1[CH:34]=[CH:33][CH:32]=[CH:31][CH:30]=1.Cl. Product: [SH:22][C:18]1[CH:19]=[CH:20][CH:21]=[C:16]([O:15][CH3:14])[C:17]=1[C:26](=[O:35])[CH:27]=[CH:28][CH:29]1[CH:30]=[CH:31][CH:32]=[CH:33][CH2:34]1. The catalyst class is: 244. (3) Reactant: [F:1][C:2]([F:19])([F:18])[C:3]1[N:8]=[CH:7][C:6]([CH:9]=[CH:10][C:11]([O:13][C:14]([CH3:17])([CH3:16])[CH3:15])=[O:12])=[CH:5][CH:4]=1. Product: [F:18][C:2]([F:1])([F:19])[C:3]1[N:8]=[CH:7][C:6]([CH2:9][CH2:10][C:11]([O:13][C:14]([CH3:15])([CH3:17])[CH3:16])=[O:12])=[CH:5][CH:4]=1. The catalyst class is: 19. (4) Reactant: [CH:1]([OH:14])([C:8]1[CH:13]=[CH:12][CH:11]=[CH:10][CH:9]=1)[C:2]1[CH:7]=[CH:6][CH:5]=[CH:4][CH:3]=1.O.C1(C)C=CC(S(O)(=O)=O)=CC=1.O[CH:28]1[CH2:33][CH2:32][NH:31][CH2:30][CH2:29]1. Product: [CH:1]([O:14][CH:28]1[CH2:33][CH2:32][NH:31][CH2:30][CH2:29]1)([C:8]1[CH:9]=[CH:10][CH:11]=[CH:12][CH:13]=1)[C:2]1[CH:7]=[CH:6][CH:5]=[CH:4][CH:3]=1. The catalyst class is: 11. (5) Reactant: [H-].[Na+].[I-].C[S+](C)(C)=O.F[C:10](F)(F)C(O)=O.[CH3:16][N:17]([CH2:19][C:20]1[CH:49]=[CH:48][C:23]([CH:24]=[CH:25][C:26]2[C:34]3[C:29](=[CH:30][C:31](/[CH:35]=[C:36]4/[C:37](=[O:47])[NH:38][C:39]5[C:44]/4=[CH:43][C:42]([O:45][CH3:46])=[CH:41][CH:40]=5)=[CH:32][CH:33]=3)[NH:28][N:27]=2)=[CH:22][CH:21]=1)[CH3:18]. Product: [CH3:16][N:17]([CH2:19][C:20]1[CH:49]=[CH:48][C:23](/[CH:24]=[CH:25]/[C:26]2[C:34]3[C:29](=[CH:30][C:31]([C@H:35]4[C@@:36]5([C:44]6[C:39](=[CH:40][CH:41]=[C:42]([O:45][CH3:46])[CH:43]=6)[NH:38][C:37]5=[O:47])[CH2:10]4)=[CH:32][CH:33]=3)[NH:28][N:27]=2)=[CH:22][CH:21]=1)[CH3:18]. The catalyst class is: 3. (6) Reactant: C([O:3][C:4](=[O:41])[CH2:5][CH2:6][C:7]1([CH2:34][CH2:35][C:36]([O:38]CC)=[O:37])[C:19]2[CH:18]=[C:17]([C:20](=[O:26])[CH2:21][CH2:22][CH2:23][CH2:24][CH3:25])[CH:16]=[CH:15][C:14]=2[C:13]2[C:8]1=[CH:9][C:10]([C:27](=[O:33])[CH2:28][CH2:29][CH2:30][CH2:31][CH3:32])=[CH:11][CH:12]=2)C.[OH-].[Na+].Cl. Product: [C:36]([CH2:35][CH2:34][C:7]1([CH2:6][CH2:5][C:4]([OH:41])=[O:3])[C:19]2[CH:18]=[C:17]([C:20](=[O:26])[CH2:21][CH2:22][CH2:23][CH2:24][CH3:25])[CH:16]=[CH:15][C:14]=2[C:13]2[C:8]1=[CH:9][C:10]([C:27](=[O:33])[CH2:28][CH2:29][CH2:30][CH2:31][CH3:32])=[CH:11][CH:12]=2)([OH:38])=[O:37]. The catalyst class is: 6. (7) Reactant: [Cl:1][C:2]1[C:3]([NH:8][NH:9][C:10](=[O:15])[C:11]([F:14])([F:13])[F:12])=[N:4][CH:5]=[CH:6][N:7]=1.C1C(=O)N([Br:23])C(=O)C1. Product: [Br:23][C:6]1[N:7]=[C:2]([Cl:1])[C:3]([NH:8][NH:9][C:10](=[O:15])[C:11]([F:12])([F:13])[F:14])=[N:4][CH:5]=1. The catalyst class is: 34.